Dataset: Forward reaction prediction with 1.9M reactions from USPTO patents (1976-2016). Task: Predict the product of the given reaction. (1) Given the reactants [CH:1]([O:4][C:5]([N:7]1[CH2:12][CH2:11][CH:10]([O:13][C:14]2[C:19]([CH3:20])=[C:18](Cl)[N:17]=[CH:16][N:15]=2)[CH2:9][CH2:8]1)=[O:6])([CH3:3])[CH3:2].[F:22][C:23]1[CH:24]=[C:25]([CH2:30][C:31]([OH:33])=[O:32])[CH:26]=[CH:27][C:28]=1[OH:29].[H-].[Na+], predict the reaction product. The product is: [CH:1]([O:4][C:5]([N:7]1[CH2:12][CH2:11][CH:10]([O:13][C:14]2[C:19]([CH3:20])=[C:18]([O:29][C:28]3[CH:27]=[CH:26][C:25]([CH2:30][C:31]([OH:33])=[O:32])=[CH:24][C:23]=3[F:22])[N:17]=[CH:16][N:15]=2)[CH2:9][CH2:8]1)=[O:6])([CH3:3])[CH3:2]. (2) The product is: [CH3:22][O:21][Si:20]([O:25][CH3:26])([O:23][CH3:24])[CH2:19][CH2:18][CH2:17][N:16]([CH2:15][CH2:14][CH2:13][Si:12]([O:29][CH3:30])([O:11][CH3:10])[O:27][CH3:28])[C:7](=[O:8])[CH2:6][CH2:5][CH2:4][N:1]=[N+:2]=[N-:3]. Given the reactants [N:1]([CH2:4][CH2:5][CH2:6][C:7](Cl)=[O:8])=[N+:2]=[N-:3].[CH3:10][O:11][Si:12]([O:29][CH3:30])([O:27][CH3:28])[CH2:13][CH2:14][CH2:15][NH:16][CH2:17][CH2:18][CH2:19][Si:20]([O:25][CH3:26])([O:23][CH3:24])[O:21][CH3:22], predict the reaction product. (3) The product is: [CH3:1][N:2]1[CH2:3][CH2:4][CH:5]([CH2:8][C:9]2[CH:19]=[CH:18][C:12]([C:13]([O:15][CH2:16][CH3:17])=[O:14])=[CH:11][C:10]=2[C:20]([F:21])([F:23])[F:22])[CH2:6][CH2:7]1. Given the reactants [CH3:1][N:2]1[CH2:7][CH2:6][C:5](=[CH:8][C:9]2[CH:19]=[CH:18][C:12]([C:13]([O:15][CH2:16][CH3:17])=[O:14])=[CH:11][C:10]=2[C:20]([F:23])([F:22])[F:21])[CH2:4][CH2:3]1, predict the reaction product. (4) Given the reactants FC(F)(F)C(O)=O.C([O:12][C:13](=[O:40])[CH2:14][O:15][CH:16]1[CH2:21][CH2:20][CH:19]([C:22]2[CH:23]=[C:24]3[C:29](=[C:30]([C:32]4[CH:37]=[CH:36][CH:35]=[C:34]([C:38]#[N:39])[CH:33]=4)[N:31]=2)[N:28]=[CH:27][CH:26]=[CH:25]3)[CH2:18][CH2:17]1)(C)(C)C, predict the reaction product. The product is: [C:38]([C:34]1[CH:33]=[C:32]([C:30]2[N:31]=[C:22]([CH:19]3[CH2:18][CH2:17][CH:16]([O:15][CH2:14][C:13]([OH:40])=[O:12])[CH2:21][CH2:20]3)[CH:23]=[C:24]3[C:29]=2[N:28]=[CH:27][CH:26]=[CH:25]3)[CH:37]=[CH:36][CH:35]=1)#[N:39]. (5) Given the reactants Cl[CH2:2][CH2:3][NH:4][S:5]([CH3:8])(=[O:7])=[O:6].[NH2:9][C:10]1[N:11]=[CH:12][C:13]([C:16]2[C:17]([F:27])=[C:18]([OH:26])[C:19]([CH:22]3[CH2:25][CH2:24][CH2:23]3)=[CH:20][CH:21]=2)=[N:14][CH:15]=1.C([O-])([O-])=O.[Cs+].[Cs+].CN(C=O)C, predict the reaction product. The product is: [NH2:9][C:10]1[N:11]=[CH:12][C:13]([C:16]2[C:17]([F:27])=[C:18]([C:19]([CH:22]3[CH2:25][CH2:24][CH2:23]3)=[CH:20][CH:21]=2)[O:26][CH2:2][CH2:3][NH:4][S:5]([CH3:8])(=[O:7])=[O:6])=[N:14][CH:15]=1. (6) Given the reactants [CH2:1]([O:3][C:4](=[O:26])[CH2:5][C:6]1[C:11]([F:12])=[C:10]([NH:13][CH2:14][C:15]([F:23])([F:22])[C:16]2[CH:21]=[CH:20][CH:19]=[CH:18][N:17]=2)[N:9]=[C:8]([F:24])[C:7]=1[Cl:25])[CH3:2].[C:27]([O:31][C:32](O[C:32]([O:31][C:27]([CH3:30])([CH3:29])[CH3:28])=[O:33])=[O:33])([CH3:30])([CH3:29])[CH3:28], predict the reaction product. The product is: [CH2:1]([O:3][C:4](=[O:26])[CH2:5][C:6]1[C:7]([Cl:25])=[C:8]([F:24])[N:9]=[C:10]([N:13]([C:32]([O:31][C:27]([CH3:30])([CH3:29])[CH3:28])=[O:33])[CH2:14][C:15]([F:23])([F:22])[C:16]2[CH:21]=[CH:20][CH:19]=[CH:18][N:17]=2)[C:11]=1[F:12])[CH3:2]. (7) Given the reactants [CH:1]1([CH2:4][NH2:5])[CH2:3][CH2:2]1.C(N(CC)CC)C.[Br:13][C:14]1[CH:22]=[CH:21][C:17]([C:18](Cl)=[O:19])=[CH:16][CH:15]=1, predict the reaction product. The product is: [Br:13][C:14]1[CH:22]=[CH:21][C:17]([C:18]([NH:5][CH2:4][CH:1]2[CH2:3][CH2:2]2)=[O:19])=[CH:16][CH:15]=1. (8) Given the reactants N#N.[CH3:3][O:4][C:5](=[O:37])[CH2:6][C:7]1[S:8][C:9]([C:12]2[CH:17]=[CH:16][CH:15]=[CH:14][C:13]=2[NH:18][C:19]([C:21]2[CH:22]=[N:23][CH:24]=[C:25]([C:27]3[CH:32]=[CH:31][C:30]([O:33]C)=[CH:29][C:28]=3[O:35]C)[CH:26]=2)=[O:20])=[CH:10][CH:11]=1.B(Br)(Br)Br.O, predict the reaction product. The product is: [OH:35][C:28]1[CH:29]=[C:30]([OH:33])[CH:31]=[CH:32][C:27]=1[C:25]1[CH:26]=[C:21]([C:19]([NH:18][C:13]2[CH:14]=[CH:15][CH:16]=[CH:17][C:12]=2[C:9]2[S:8][C:7]([CH2:6][C:5]([OH:37])=[O:4])=[CH:11][CH:10]=2)=[O:20])[CH:22]=[N:23][CH:24]=1.[CH3:3][O:4][C:5](=[O:37])[CH2:6][C:7]1[S:8][C:9]([C:12]2[CH:17]=[CH:16][CH:15]=[CH:14][C:13]=2[NH:18][C:19]([C:21]2[CH:22]=[N:23][CH:24]=[C:25]([C:27]3[CH:32]=[CH:31][C:30]([OH:33])=[CH:29][C:28]=3[OH:35])[CH:26]=2)=[O:20])=[CH:10][CH:11]=1. (9) Given the reactants [CH3:1][C:2]1([CH3:12])[O:6][C:5](=[CH:7][C:8](Cl)=[O:9])[C:4](=[O:11])[O:3]1.[C:13]([O:17][C:18](=[O:29])[C:19]1[CH:24]=[CH:23][C:22]([CH2:25][NH:26][O:27][CH3:28])=[CH:21][CH:20]=1)([CH3:16])([CH3:15])[CH3:14], predict the reaction product. The product is: [C:13]([O:17][C:18](=[O:29])[C:19]1[CH:20]=[CH:21][C:22]([CH2:25][N:26]([C:8](=[O:9])[CH:7]=[C:5]2[C:4](=[O:11])[O:3][C:2]([CH3:12])([CH3:1])[O:6]2)[O:27][CH3:28])=[CH:23][CH:24]=1)([CH3:16])([CH3:15])[CH3:14].